Dataset: Catalyst prediction with 721,799 reactions and 888 catalyst types from USPTO. Task: Predict which catalyst facilitates the given reaction. (1) Reactant: C(Cl)(=O)C([Cl:4])=O.[F:7][C:8]1([CH:20]([CH3:24])[C:21](O)=[O:22])[CH2:13][CH:12]=[CH:11][CH:10]=[C:9]1[C:14]1[CH:19]=[CH:18][CH:17]=[CH:16][CH:15]=1. Product: [F:7][C:8]1([CH:20]([CH3:24])[C:21]([Cl:4])=[O:22])[CH2:13][CH:12]=[CH:11][CH:10]=[C:9]1[C:14]1[CH:19]=[CH:18][CH:17]=[CH:16][CH:15]=1. The catalyst class is: 454. (2) Reactant: P(Cl)(Cl)(Cl)=O.[CH3:6][O:7][C:8]1[CH:28]=[CH:27][C:11]([CH2:12][N:13]2[C:18]3[S:19][CH:20]=[C:21]([CH3:22])[C:17]=3[C:16]3=[N:23][CH:24]=[N:25][N:15]3[C:14]2=[O:26])=[CH:10][CH:9]=1.[C:29](=O)([O-])[O-:30].[K+].[K+]. Product: [CH3:6][O:7][C:8]1[CH:9]=[CH:10][C:11]([CH2:12][N:13]2[C:18]3[S:19][C:20]([CH:29]=[O:30])=[C:21]([CH3:22])[C:17]=3[C:16]3=[N:23][CH:24]=[N:25][N:15]3[C:14]2=[O:26])=[CH:27][CH:28]=1. The catalyst class is: 9. (3) Reactant: C(N(CC)CC)C.[NH2:8][C:9]1[CH:14]=[CH:13][C:12]([SH:15])=[CH:11][CH:10]=1.[F:23][C:22]([F:25])([F:24])[C:21](O[C:21](=[O:26])[C:22]([F:25])([F:24])[F:23])=[O:26].Cl.Cl[CH2:31][C:32]1[N:36]([CH2:37][CH2:38][CH3:39])[CH:35]=[N:34][CH:33]=1. Product: [F:25][C:22]([F:23])([F:24])[C:21]([NH:8][C:9]1[CH:14]=[CH:13][C:12]([S:15][CH2:31][C:32]2[N:36]([CH2:37][CH2:38][CH3:39])[CH:35]=[N:34][CH:33]=2)=[CH:11][CH:10]=1)=[O:26]. The catalyst class is: 253. (4) Reactant: [Cl:1][C:2]1[CH:3]=[C:4]([C:24](N(OC)C)=[O:25])[C:5]([C:17]2[CH:22]=[CH:21][CH:20]=[C:19]([F:23])[CH:18]=2)=[C:6](/[N:10]=[N:11]/[N:12]([CH2:15][CH3:16])[CH2:13][CH3:14])[C:7]=1[C:8]#[CH:9].[CH3:30][Mg]Cl.Cl. Product: [Cl:1][C:2]1[C:7]([C:8]#[CH:9])=[C:6](/[N:10]=[N:11]/[N:12]([CH2:15][CH3:16])[CH2:13][CH3:14])[C:5]([C:17]2[CH:22]=[CH:21][CH:20]=[C:19]([F:23])[CH:18]=2)=[C:4]([C:24](=[O:25])[CH3:30])[CH:3]=1. The catalyst class is: 30. (5) Reactant: [NH2:1][C:2]1[CH:7]=[CH:6][C:5]([C:8]2[CH:13]=[N:12][CH:11]=[C:10]3[NH:14][N:15]=[C:16]([NH2:17])[C:9]=23)=[CH:4][CH:3]=1.[F:18][C:19]1[CH:24]=[CH:23][C:22]([CH3:25])=[CH:21][C:20]=1[N:26]=[C:27]=[O:28]. Product: [NH2:17][C:16]1[C:9]2[C:10](=[CH:11][N:12]=[CH:13][C:8]=2[C:5]2[CH:4]=[CH:3][C:2]([NH:1][C:27]([NH:26][C:20]3[CH:21]=[C:22]([CH3:25])[CH:23]=[CH:24][C:19]=3[F:18])=[O:28])=[CH:7][CH:6]=2)[NH:14][N:15]=1. The catalyst class is: 3. (6) Reactant: [F:1][C:2]([F:42])([F:41])[C:3]1[CH:4]=[C:5]([CH:34]=[C:35]([C:37]([F:40])([F:39])[F:38])[CH:36]=1)[CH2:6][N:7]([CH2:13][C:14]1[CH:15]=[C:16]2[N:31]=[C:30]([CH3:32])[N:29]([CH3:33])[C:17]2=[N:18][C:19]=1[N:20]([CH2:25][CH:26]1[CH2:28][CH2:27]1)[CH2:21][CH:22]1[CH2:24][CH2:23]1)[C:8]1[N:9]=[N:10][NH:11][N:12]=1.[H-].[Na+].CI.[C:47](OCC)(=O)C. Product: [F:42][C:2]([F:41])([F:1])[C:3]1[CH:4]=[C:5]([CH:34]=[C:35]([C:37]([F:38])([F:39])[F:40])[CH:36]=1)[CH2:6][N:7]([CH2:13][C:14]1[CH:15]=[C:16]2[N:31]=[C:30]([CH3:32])[N:29]([CH3:33])[C:17]2=[N:18][C:19]=1[N:20]([CH2:25][CH:26]1[CH2:28][CH2:27]1)[CH2:21][CH:22]1[CH2:24][CH2:23]1)[C:8]1[N:12]=[N:11][N:10]([CH3:47])[N:9]=1. The catalyst class is: 3. (7) Reactant: Cl[C:2]1[CH:3]=[C:4]2[C:13](=[CH:14][N:15]=1)[C:12]1[N:8]([CH:9]=[C:10]([C:16]3[N:20]([CH:21]([CH3:23])[CH3:22])[N:19]=[CH:18][N:17]=3)[N:11]=1)[CH2:7][CH2:6][O:5]2.[CH3:24][N:25]1[CH2:30][CH2:29][CH:28]([CH:31]2[CH2:35][CH2:34][CH2:33][NH:32]2)[CH2:27][CH2:26]1. Product: [CH:21]([N:20]1[C:16]([C:10]2[N:11]=[C:12]3[C:13]4[CH:14]=[N:15][C:2]([N:32]5[CH2:33][CH2:34][CH2:35][CH:31]5[CH:28]5[CH2:27][CH2:26][N:25]([CH3:24])[CH2:30][CH2:29]5)=[CH:3][C:4]=4[O:5][CH2:6][CH2:7][N:8]3[CH:9]=2)=[N:17][CH:18]=[N:19]1)([CH3:23])[CH3:22]. The catalyst class is: 37. (8) Reactant: [C:1]([O:5][C:6](=[O:26])[NH:7][CH2:8][CH2:9][N:10]1[C:18]2[C:13](=[CH:14][CH:15]=[C:16]([Cl:19])[CH:17]=2)[C:12]([C:20](=[O:25])[C:21]([F:24])([F:23])[F:22])=[CH:11]1)([CH3:4])([CH3:3])[CH3:2].[CH3:27][Si](C)(C)[N-][Si](C)(C)C.[K+].IC. Product: [C:1]([O:5][C:6](=[O:26])[N:7]([CH2:8][CH2:9][N:10]1[C:18]2[C:13](=[CH:14][CH:15]=[C:16]([Cl:19])[CH:17]=2)[C:12]([C:20](=[O:25])[C:21]([F:22])([F:23])[F:24])=[CH:11]1)[CH3:27])([CH3:4])([CH3:2])[CH3:3]. The catalyst class is: 7.